Task: Predict the product of the given reaction.. Dataset: Forward reaction prediction with 1.9M reactions from USPTO patents (1976-2016) Given the reactants [NH2:1][S:2]([C:5]1[CH:6]=[C:7]2[C:11](=[CH:12][CH:13]=1)[NH:10][C:9](=[O:14])[CH2:8]2)(=[O:4])=[O:3].[NH:15]1[C:23]2[C:18](=[CH:19][C:20]([CH:24]=O)=[CH:21][CH:22]=2)[CH:17]=[CH:16]1, predict the reaction product. The product is: [NH:15]1[C:23]2[C:18](=[CH:19][C:20]([CH:24]=[C:8]3[C:7]4[C:11](=[CH:12][CH:13]=[C:5]([S:2]([NH2:1])(=[O:4])=[O:3])[CH:6]=4)[NH:10][C:9]3=[O:14])=[CH:21][CH:22]=2)[CH:17]=[CH:16]1.